From a dataset of Cav3 T-type calcium channel HTS with 100,875 compounds. Binary Classification. Given a drug SMILES string, predict its activity (active/inactive) in a high-throughput screening assay against a specified biological target. The drug is s1c(C(=O)N2CCN(CC2)c2ccc(OC)cc2)c(c2c1ncn(c2=O)CC)C. The result is 0 (inactive).